The task is: Regression. Given a peptide amino acid sequence and an MHC pseudo amino acid sequence, predict their binding affinity value. This is MHC class I binding data.. This data is from Peptide-MHC class I binding affinity with 185,985 pairs from IEDB/IMGT. (1) The MHC is HLA-B15:01 with pseudo-sequence HLA-B15:01. The peptide sequence is QEMPYPFVI. The binding affinity (normalized) is 0.359. (2) The peptide sequence is RRGWEVLKY. The MHC is HLA-A68:02 with pseudo-sequence HLA-A68:02. The binding affinity (normalized) is 0. (3) The peptide sequence is REMINHYQV. The MHC is BoLA-HD6 with pseudo-sequence BoLA-HD6. The binding affinity (normalized) is 0.342. (4) The peptide sequence is ILWGYGFLQ. The MHC is HLA-A11:01 with pseudo-sequence HLA-A11:01. The binding affinity (normalized) is 0.0847. (5) The peptide sequence is AGVNVGEQY. The MHC is HLA-A02:02 with pseudo-sequence HLA-A02:02. The binding affinity (normalized) is 0.0682.